Dataset: Catalyst prediction with 721,799 reactions and 888 catalyst types from USPTO. Task: Predict which catalyst facilitates the given reaction. (1) Reactant: Cl[Si](C)(C)C.C[OH:7].[C:8]([O:12][C:13]([N:15]1[CH2:19][C@@H:18]([C:20]#N)[CH2:17][C@H:16]1[C:22](=[O:33])[NH:23][CH2:24][C:25]1[CH:30]=[CH:29][CH:28]=[C:27]([Cl:31])[C:26]=1[F:32])=[O:14])([CH3:11])([CH3:10])[CH3:9].[C:34](OC(OC(C)(C)C)=O)(OC(C)(C)C)=[O:35]. Product: [CH3:34][O:35][C:20]([C@H:18]1[CH2:17][C@@H:16]([C:22](=[O:33])[NH:23][CH2:24][C:25]2[CH:30]=[CH:29][CH:28]=[C:27]([Cl:31])[C:26]=2[F:32])[N:15]([C:13]([O:12][C:8]([CH3:9])([CH3:11])[CH3:10])=[O:14])[CH2:19]1)=[O:7]. The catalyst class is: 2. (2) Reactant: [Br:1][C:2]1[CH:3]=[CH:4][C:5]([CH2:12][CH2:13][C:14]2[CH:19]=[CH:18][CH:17]=[C:16]([O:20][CH3:21])[C:15]=2[CH3:22])=[C:6]([CH2:8][C:9](O)=O)[CH:7]=1.O=P12OP3(OP(OP(O3)(O1)=O)(=O)O2)=O.[OH-:37].[Na+]. Product: [Br:1][C:2]1[CH:3]=[CH:4][C:5]2[CH2:12][CH2:13][C:14]3[C:15]([CH3:22])=[C:16]([O:20][CH3:21])[CH:17]=[CH:18][C:19]=3[C:9](=[O:37])[CH2:8][C:6]=2[CH:7]=1. The catalyst class is: 11. (3) Reactant: [CH3:1][C@H:2]1[N:7]([C:8]([O:10][C:11]([CH3:14])([CH3:13])[CH3:12])=[O:9])[CH2:6][C@H:5]([C:15](OC)=[O:16])[CH2:4][CH2:3]1.CC(C[AlH]CC(C)C)C. Product: [OH:16][CH2:15][C@H:5]1[CH2:6][N:7]([C:8]([O:10][C:11]([CH3:14])([CH3:13])[CH3:12])=[O:9])[C@H:2]([CH3:1])[CH2:3][CH2:4]1. The catalyst class is: 1. (4) Reactant: [N:1]1(CCOC2C=CC(NC(N)=O)=CC=2)CCCC1.[N:19]([C:22]1[CH:27]=[CH:26][C:25]([N:28]2[CH2:33][CH2:32][N:31]([CH3:34])[CH2:30][CH2:29]2)=[CH:24][CH:23]=1)=[C:20]=[S:21]. Product: [CH3:34][N:31]1[CH2:30][CH2:29][N:28]([C:25]2[CH:24]=[CH:23][C:22]([NH:19][C:20]([NH2:1])=[S:21])=[CH:27][CH:26]=2)[CH2:33][CH2:32]1. The catalyst class is: 61.